Dataset: Full USPTO retrosynthesis dataset with 1.9M reactions from patents (1976-2016). Task: Predict the reactants needed to synthesize the given product. (1) Given the product [CH3:7][C:8]1[CH:9]=[N:10][CH:11]=[C:12]([CH3:19])[C:13]=1[CH2:14][OH:15], predict the reactants needed to synthesize it. The reactants are: [H-].[Al+3].[Li+].[H-].[H-].[H-].[CH3:7][C:8]1[CH:9]=[N:10][CH:11]=[C:12]([CH3:19])[C:13]=1[C:14](OCC)=[O:15]. (2) Given the product [Cl:1][C:2]1[CH:3]=[CH:4][C:5]2[O:12][C:14]([CH3:16])([CH3:13])[O:8][C:7](=[O:9])[C:6]=2[C:10]=1[OH:11], predict the reactants needed to synthesize it. The reactants are: [Cl:1][C:2]1[CH:3]=[CH:4][C:5]([OH:12])=[C:6]([C:10]=1[OH:11])[C:7]([OH:9])=[O:8].[CH3:13][C:14]([CH3:16])=O.S(Cl)(Cl)=O. (3) Given the product [NH2:8][C:9]1[CH:14]=[CH:13][C:12]([C:15]2[CH:16]=[N:17][CH:18]=[CH:19][CH:20]=2)=[CH:11][C:10]=1[NH:21][C:22](=[O:23])[C:24]1[CH:32]=[CH:31][C:27]([C:28]([NH:42][CH2:41][CH2:40][N:37]2[CH2:38][CH2:39][N:34]([CH3:33])[CH2:35][CH2:36]2)=[O:29])=[CH:26][CH:25]=1, predict the reactants needed to synthesize it. The reactants are: C(OC([NH:8][C:9]1[CH:14]=[CH:13][C:12]([C:15]2[CH:16]=[N:17][CH:18]=[CH:19][CH:20]=2)=[CH:11][C:10]=1[NH:21][C:22]([C:24]1[CH:32]=[CH:31][C:27]([C:28](O)=[O:29])=[CH:26][CH:25]=1)=[O:23])=O)(C)(C)C.[CH3:33][N:34]1[CH2:39][CH2:38][N:37]([CH2:40][CH2:41][NH2:42])[CH2:36][CH2:35]1.CN(C(ON1N=NC2C=CC=NC1=2)=[N+](C)C)C.F[P-](F)(F)(F)(F)F.CCN(C(C)C)C(C)C. (4) Given the product [F:37][C:38]([F:50])([F:49])[C:5]([OH:7])=[O:6].[CH3:5][C@H:2]1[N:1]([CH2:35][C:28]2[C:29]3[C:34](=[CH:33][CH:32]=[CH:31][CH:30]=3)[N:25]=[CH:26][CH:27]=2)[C:8](=[O:9])[N:46]([C:45]2[CH:47]=[CH:48][C:42]([S:39]([C:38]([F:49])([F:37])[F:50])(=[O:40])=[O:41])=[CH:43][CH:44]=2)[C:3]1=[O:4], predict the reactants needed to synthesize it. The reactants are: [NH:1]([C:8](OCC1C2C(=CC=CC=2)C2C1=CC=CC=2)=[O:9])[C@@H:2]([C:5]([OH:7])=[O:6])[CH2:3][OH:4].[N:25]1[C:34]2[C:29](=[CH:30][CH:31]=[CH:32][CH:33]=2)[C:28]([CH:35]=O)=[CH:27][CH:26]=1.[F:37][C:38]([F:50])([F:49])[S:39]([C:42]1[CH:48]=[CH:47][C:45]([NH2:46])=[CH:44][CH:43]=1)(=[O:41])=[O:40].